From a dataset of NCI-60 drug combinations with 297,098 pairs across 59 cell lines. Regression. Given two drug SMILES strings and cell line genomic features, predict the synergy score measuring deviation from expected non-interaction effect. Drug 1: CC(C)CN1C=NC2=C1C3=CC=CC=C3N=C2N. Drug 2: C(CCl)NC(=O)N(CCCl)N=O. Cell line: SK-MEL-28. Synergy scores: CSS=4.91, Synergy_ZIP=-3.12, Synergy_Bliss=-3.83, Synergy_Loewe=-1.38, Synergy_HSA=-2.22.